Dataset: NCI-60 drug combinations with 297,098 pairs across 59 cell lines. Task: Regression. Given two drug SMILES strings and cell line genomic features, predict the synergy score measuring deviation from expected non-interaction effect. Drug 1: C1=CC(=CC=C1CCCC(=O)O)N(CCCl)CCCl. Drug 2: CC1=C(C(=O)C2=C(C1=O)N3CC4C(C3(C2COC(=O)N)OC)N4)N. Cell line: SW-620. Synergy scores: CSS=52.0, Synergy_ZIP=0.866, Synergy_Bliss=3.75, Synergy_Loewe=5.98, Synergy_HSA=9.68.